Dataset: NCI-60 drug combinations with 297,098 pairs across 59 cell lines. Task: Regression. Given two drug SMILES strings and cell line genomic features, predict the synergy score measuring deviation from expected non-interaction effect. (1) Drug 1: CN1C2=C(C=C(C=C2)N(CCCl)CCCl)N=C1CCCC(=O)O.Cl. Drug 2: CC12CCC3C(C1CCC2OP(=O)(O)O)CCC4=C3C=CC(=C4)OC(=O)N(CCCl)CCCl.[Na+]. Cell line: SN12C. Synergy scores: CSS=18.7, Synergy_ZIP=-3.93, Synergy_Bliss=4.78, Synergy_Loewe=0.972, Synergy_HSA=1.55. (2) Drug 1: CC(CN1CC(=O)NC(=O)C1)N2CC(=O)NC(=O)C2. Drug 2: CS(=O)(=O)OCCCCOS(=O)(=O)C. Cell line: UO-31. Synergy scores: CSS=14.0, Synergy_ZIP=-5.12, Synergy_Bliss=-0.465, Synergy_Loewe=-1.61, Synergy_HSA=1.65. (3) Drug 1: CC1=CC=C(C=C1)C2=CC(=NN2C3=CC=C(C=C3)S(=O)(=O)N)C(F)(F)F. Drug 2: CN(CCCl)CCCl.Cl. Cell line: SW-620. Synergy scores: CSS=33.7, Synergy_ZIP=-9.61, Synergy_Bliss=-0.542, Synergy_Loewe=-3.23, Synergy_HSA=-0.113. (4) Drug 2: C1=CC=C(C=C1)NC(=O)CCCCCCC(=O)NO. Synergy scores: CSS=16.0, Synergy_ZIP=-2.71, Synergy_Bliss=1.51, Synergy_Loewe=-7.58, Synergy_HSA=-1.50. Cell line: SK-MEL-28. Drug 1: C1=CC(=CC=C1CC(C(=O)O)N)N(CCCl)CCCl.Cl. (5) Drug 1: C1CCC(C1)C(CC#N)N2C=C(C=N2)C3=C4C=CNC4=NC=N3. Drug 2: C1=C(C(=O)NC(=O)N1)F. Cell line: SK-MEL-5. Synergy scores: CSS=18.7, Synergy_ZIP=-3.86, Synergy_Bliss=-20.2, Synergy_Loewe=-34.9, Synergy_HSA=-31.6.